Dataset: Full USPTO retrosynthesis dataset with 1.9M reactions from patents (1976-2016). Task: Predict the reactants needed to synthesize the given product. Given the product [Br:1][C:2]1[CH:7]=[CH:6][N:5]=[C:4]2[N:8]([S:11]([C:14]3[CH:20]=[CH:19][C:17]([CH3:18])=[CH:16][CH:15]=3)(=[O:13])=[O:12])[C:9]([I:29])=[CH:10][C:3]=12, predict the reactants needed to synthesize it. The reactants are: [Br:1][C:2]1[CH:7]=[CH:6][N:5]=[C:4]2[N:8]([S:11]([C:14]3[CH:20]=[CH:19][C:17]([CH3:18])=[CH:16][CH:15]=3)(=[O:13])=[O:12])[CH:9]=[CH:10][C:3]=12.C([N-]C(C)C)(C)C.[Li+].[I:29]I.